Dataset: Forward reaction prediction with 1.9M reactions from USPTO patents (1976-2016). Task: Predict the product of the given reaction. (1) Given the reactants CS(O[C@H:6]1[CH2:30][CH2:29][C@@:28]2([CH3:31])[C:8](=[CH:9][CH2:10][C@@H:11]3[C@@H:27]2[CH2:26][CH2:25][C@@:24]2([CH3:32])[C@H:12]3[CH2:13][CH2:14][C@@H:15]2[C@H:16]([CH3:23])[CH2:17][CH2:18][CH2:19][CH:20]([CH3:22])[CH3:21])[CH2:7]1)(=O)=O.[Si]([N:37]=[N+:38]=[N-:39])(C)(C)C.B(F)(F)F.CCOCC.C([O-])(O)=O.[Na+], predict the reaction product. The product is: [N:37]([C@H:6]1[CH2:30][CH2:29][C@@:28]2([CH3:31])[C:8](=[CH:9][CH2:10][C@@H:11]3[C@@H:27]2[CH2:26][CH2:25][C@@:24]2([CH3:32])[C@H:12]3[CH2:13][CH2:14][C@@H:15]2[C@H:16]([CH3:23])[CH2:17][CH2:18][CH2:19][CH:20]([CH3:22])[CH3:21])[CH2:7]1)=[N+:38]=[N-:39]. (2) Given the reactants [Br:1][C:2]1[CH:3]=[C:4]2[C:8](=[CH:9][CH:10]=1)[NH:7][CH:6]=[C:5]2/[C:11](/[C:21]#[N:22])=[CH:12]/[C:13]1[CH:14]=[N:15][CH:16]=[CH:17][C:18]=1[O:19][CH3:20].[CH3:23][N:24]([CH3:29])[CH2:25][C:26](O)=[O:27].C1CN([P+](ON2N=NC3C=CC=CC2=3)(N2CCCC2)N2CCCC2)CC1.F[P-](F)(F)(F)(F)F, predict the reaction product. The product is: [Br:1][C:2]1[CH:3]=[C:4]2[C:8](=[CH:9][CH:10]=1)[N:7]([C:26](=[O:27])[CH2:25][N:24]([CH3:29])[CH3:23])[CH:6]=[C:5]2/[C:11](=[CH:12]/[C:13]1[CH:14]=[N:15][CH:16]=[CH:17][C:18]=1[O:19][CH3:20])/[C:21]#[N:22]. (3) Given the reactants [CH2:1]([O:3][C:4](=[O:24])[C:5]([C:14]([C:16]1[C:21](Cl)=[CH:20][CH:19]=[C:18]([Cl:23])[N:17]=1)=[O:15])=[CH:6][NH:7][C@H:8]([CH2:12][OH:13])[CH:9]([CH3:11])[CH3:10])[CH3:2].C(=O)([O-])[O-].[K+].[K+], predict the reaction product. The product is: [CH2:1]([O:3][C:4]([C:5]1[C:14](=[O:15])[C:16]2[C:21](=[CH:20][CH:19]=[C:18]([Cl:23])[N:17]=2)[N:7]([CH:8]([CH2:12][OH:13])[CH:9]([CH3:11])[CH3:10])[CH:6]=1)=[O:24])[CH3:2]. (4) The product is: [O:30]=[C:4]1[C:3](=[CH:2][NH:49][C:46]2[CH:47]=[CH:48][C:43]([CH2:42][CH2:41][N:36]3[CH2:40][CH2:39][CH2:38][CH2:37]3)=[CH:44][CH:45]=2)[C:11]2[C:6](=[CH:7][C:8]([C:12]([C:14]3[CH:15]=[C:16]([NH:20][C:21]([C:23]4[CH:24]=[N:25][N:26]([CH3:29])[C:27]=4[Cl:28])=[O:22])[CH:17]=[CH:18][CH:19]=3)=[O:13])=[CH:9][CH:10]=2)[NH:5]1. Given the reactants O[CH:2]=[C:3]1[C:11]2[C:6](=[CH:7][C:8]([C:12]([C:14]3[CH:15]=[C:16]([NH:20][C:21]([C:23]4[CH:24]=[N:25][N:26]([CH3:29])[C:27]=4[Cl:28])=[O:22])[CH:17]=[CH:18][CH:19]=3)=[O:13])=[CH:9][CH:10]=2)[NH:5][C:4]1=[O:30].C1COCC1.[N:36]1([CH2:41][CH2:42][C:43]2[CH:48]=[CH:47][C:46]([NH2:49])=[CH:45][CH:44]=2)[CH2:40][CH2:39][CH2:38][CH2:37]1, predict the reaction product. (5) Given the reactants [CH3:1][C:2]([C@H:4]1[C@@H:8]2[C@@H:9]3[C@@:22]([CH3:25])([CH2:23][CH2:24][C@@:7]2([C:31]([OH:33])=[O:32])[CH2:6][CH2:5]1)[C@@:21]1([CH3:26])[C@@H:12]([C@:13]2([CH3:30])[C@@H:18]([CH2:19][CH2:20]1)[C:17]([CH3:28])([CH3:27])[C@@H:16]([OH:29])[CH2:15][CH2:14]2)[CH2:11][CH2:10]3)=[CH2:3].CC([C@H]1[C@@H]2[C@@H]3[C@@](C)(CC[C@@]2(CO)CC1)[C@@]1(C)[C@@H]([C@]2(C)[C@@H](CC1)C(C)(C)[C@@H](O)CC2)CC3)=C, predict the reaction product. The product is: [CH3:3][C:2]([C@H:4]1[C@@H:8]2[C@@H:9]3[C@@:22]([CH3:25])([CH2:23][CH2:24][C@@:7]2([C:31]([OH:33])=[O:32])[CH2:6][CH2:5]1)[C@@:21]1([CH3:26])[C@@H:12]([C@:13]2([CH3:30])[C@@H:18]([CH2:19][CH2:20]1)[C:17]([CH3:28])([CH3:27])[C:16](=[O:29])[CH2:15][CH2:14]2)[CH2:11][CH2:10]3)=[CH2:1].